Task: Predict the product of the given reaction.. Dataset: Forward reaction prediction with 1.9M reactions from USPTO patents (1976-2016) (1) Given the reactants [OH:1][C@H:2]1[CH2:19][CH2:18][C@@:17]2([CH3:20])[C@:4]3([O:22][C@H:5]3[CH2:6][C@@H:7]3[C@@H:16]2[CH2:15][CH2:14][C@@:12]2([CH3:13])[C@H:8]3[CH2:9][CH2:10][C:11]2=[O:21])[CH2:3]1.[OH:23][C@H]1CC[C@@]2(C)[C@@]3(O[C@@H]3C[C@@H]3[C@@H]2CC[C@@]2(C)[C@H]3CCC2=O)C1.CC(O)C, predict the reaction product. The product is: [OH:22][C@:4]12[CH2:3][C:2](=[O:1])[CH2:19][CH2:18][C@:17]1([CH3:20])[C@@H:16]1[C@H:7]([C@H:8]3[C@@:12]([CH2:14][CH2:15]1)([CH3:13])[C:11](=[O:21])[CH2:10][CH2:9]3)[CH2:6][C:5]2=[O:23]. (2) Given the reactants I[C:2]1[CH:9]=[CH:8][C:5]([C:6]#[N:7])=[CH:4][CH:3]=1.[CH2:10]([O:12][C:13](=[O:18])[C:14](Br)([F:16])[F:15])[CH3:11], predict the reaction product. The product is: [CH2:10]([O:12][C:13](=[O:18])[C:14]([C:2]1[CH:9]=[CH:8][C:5]([C:6]#[N:7])=[CH:4][CH:3]=1)([F:16])[F:15])[CH3:11]. (3) Given the reactants C[O:2][C:3]([C:5]1[CH:10]=[CH:9][CH:8]=[C:7]([Br:11])[N:6]=1)=[O:4].O[Li].O, predict the reaction product. The product is: [Br:11][C:7]1[N:6]=[C:5]([C:3]([OH:4])=[O:2])[CH:10]=[CH:9][CH:8]=1. (4) Given the reactants C(#N)CC#N.BrCCCCBr.[H-].[Na+].[C:14]1([C:21]#[N:22])([C:19]#[N:20])[CH2:18][CH2:17][CH2:16][CH2:15]1, predict the reaction product. The product is: [C:14]1([CH2:21][NH2:22])([CH2:19][NH2:20])[CH2:18][CH2:17][CH2:16][CH2:15]1. (5) The product is: [F:20][C:17]1[CH:16]=[CH:15][C:14]([N:12]2[CH:13]=[CH:8][N:9]=[C:10]([O:22][CH3:23])[C:11]2=[O:21])=[CH:19][CH:18]=1. Given the reactants C([O-])([O-])=O.[K+].[K+].Cl[C:8]1[N:9]=[C:10]([O:22][CH3:23])[C:11](=[O:21])[N:12]([C:14]2[CH:19]=[CH:18][C:17]([F:20])=[CH:16][CH:15]=2)[CH:13]=1.[H][H], predict the reaction product. (6) Given the reactants C[O:2][C:3](=[O:33])[CH2:4][O:5][C:6]1[CH:15]=[CH:14][C:13]([F:16])=[C:12]2[C:7]=1[C:8]([O:29][CH:30]([F:32])[F:31])=[C:9]([CH2:19][C:20]1[CH:25]=[CH:24][C:23]([C:26](=[O:28])[CH3:27])=[CH:22][CH:21]=1)[C:10]([CH2:17][CH3:18])=[N:11]2.[OH-].[Li+], predict the reaction product. The product is: [C:26]([C:23]1[CH:24]=[CH:25][C:20]([CH2:19][C:9]2[C:10]([CH2:17][CH3:18])=[N:11][C:12]3[C:7]([C:8]=2[O:29][CH:30]([F:32])[F:31])=[C:6]([O:5][CH2:4][C:3]([OH:33])=[O:2])[CH:15]=[CH:14][C:13]=3[F:16])=[CH:21][CH:22]=1)(=[O:28])[CH3:27]. (7) Given the reactants [C:1]1([C:7]2[CH:8]=[CH:9][C:10]3[N:11]([C:13]([CH2:16][C:17]4[CH:18]=[C:19]5[C:24](=[CH:25][CH:26]=4)[N:23]=[CH:22][C:21]([OH:27])=[CH:20]5)=[N:14][N:15]=3)[N:12]=2)[CH:6]=[CH:5][CH:4]=[CH:3][CH:2]=1.[H-].[Na+].Cl.Cl[CH2:32][CH2:33][N:34]([CH3:36])[CH3:35].[OH-].[Na+], predict the reaction product. The product is: [CH3:35][N:34]([CH3:36])[CH2:33][CH2:32][O:27][C:21]1[CH:22]=[N:23][C:24]2[C:19]([CH:20]=1)=[CH:18][C:17]([CH2:16][C:13]1[N:11]3[N:12]=[C:7]([C:1]4[CH:2]=[CH:3][CH:4]=[CH:5][CH:6]=4)[CH:8]=[CH:9][C:10]3=[N:15][N:14]=1)=[CH:26][CH:25]=2. (8) The product is: [Cl:1][C:2]1[N:7]=[N:6][C:5]([O:8][CH3:9])=[C:4]([C:10](=[O:12])[CH3:11])[CH:3]=1. Given the reactants [Cl:1][C:2]1[N:7]=[N:6][C:5]([O:8][CH3:9])=[C:4]([CH:10]([OH:12])[CH3:11])[CH:3]=1, predict the reaction product. (9) Given the reactants FC(F)(F)S(O[CH2:7][C:8]([F:20])([F:19])[C:9]1[CH:10]=[N:11][C:12]([C:15]([F:18])([F:17])[F:16])=[CH:13][CH:14]=1)(=O)=O.[NH:23]1[CH2:28][CH2:27][CH:26]([NH:29][C:30](=[O:36])[O:31][C:32]([CH3:35])([CH3:34])[CH3:33])[CH2:25][CH2:24]1.CCN(C(C)C)C(C)C, predict the reaction product. The product is: [F:20][C:8]([F:19])([C:9]1[CH:10]=[N:11][C:12]([C:15]([F:16])([F:17])[F:18])=[CH:13][CH:14]=1)[CH2:7][N:23]1[CH2:24][CH2:25][CH:26]([NH:29][C:30](=[O:36])[O:31][C:32]([CH3:34])([CH3:33])[CH3:35])[CH2:27][CH2:28]1. (10) Given the reactants [NH2:1][C:2]1[CH:7]=[CH:6][C:5]([Br:8])=[CH:4][N:3]=1.COC(OC)[N:12]([CH3:14])C.Cl.N[OH:19], predict the reaction product. The product is: [Br:8][C:5]1[CH:6]=[CH:7][C:2]([NH:1][CH:14]=[N:12][OH:19])=[N:3][CH:4]=1.